Dataset: Full USPTO retrosynthesis dataset with 1.9M reactions from patents (1976-2016). Task: Predict the reactants needed to synthesize the given product. (1) Given the product [F:25][CH2:24][CH2:23][N:22]1[C:21]2[CH:26]=[CH:27][CH:28]=[CH:29][C:20]=2[N:19]=[C:18]1[C:15]#[C:14][C:11]1[CH:12]=[CH:13][C:8]([NH:7][C:6](=[O:16])[O:5][C:1]([CH3:4])([CH3:3])[CH3:2])=[N:9][CH:10]=1, predict the reactants needed to synthesize it. The reactants are: [C:1]([O:5][C:6](=[O:16])[NH:7][C:8]1[CH:13]=[CH:12][C:11]([C:14]#[CH:15])=[CH:10][N:9]=1)([CH3:4])([CH3:3])[CH3:2].Br[C:18]1[N:22]([CH2:23][CH2:24][F:25])[C:21]2[CH:26]=[CH:27][CH:28]=[CH:29][C:20]=2[N:19]=1. (2) Given the product [Br:12][C:9]1[CH:10]=[CH:11][C:6]([OH:5])=[C:7]([C:6](=[O:5])[CH2:7][CH3:8])[CH:8]=1, predict the reactants needed to synthesize it. The reactants are: C([O:5][C:6]1[CH:11]=[CH:10][C:9]([Br:12])=[CH:8][CH:7]=1)(=O)CC.[Cl-].[Al+3].[Cl-].[Cl-].Cl.